Dataset: Forward reaction prediction with 1.9M reactions from USPTO patents (1976-2016). Task: Predict the product of the given reaction. (1) Given the reactants [CH2:1]([O:8][CH2:9][CH2:10][CH2:11][CH:12]=O)[C:2]1[CH:7]=[CH:6][CH:5]=[CH:4][CH:3]=1.[Br-].[O:15]=[C:16]1[C:20]2[CH:21]=[CH:22][CH:23]=[CH:24][C:19]=2[CH:18]([P+](C2C=CC=CC=2)(C2C=CC=CC=2)C2C=CC=CC=2)O1.C(N(CC)CC)C.O.[NH2:52][NH2:53], predict the reaction product. The product is: [CH2:1]([O:8][CH2:9][CH2:10][CH2:11][CH2:12][C:18]1[C:19]2[C:20](=[CH:21][CH:22]=[CH:23][CH:24]=2)[C:16](=[O:15])[NH:53][N:52]=1)[C:2]1[CH:3]=[CH:4][CH:5]=[CH:6][CH:7]=1. (2) The product is: [Br:1][C:2]1[CH:3]=[CH:4][C:5]([C:8]([CH3:9])([O:11][CH2:21][O:20][CH2:19][CH2:18][Si:15]([CH3:17])([CH3:16])[CH3:14])[CH3:10])=[CH:6][N:7]=1. Given the reactants [Br:1][C:2]1[N:7]=[CH:6][C:5]([C:8]([OH:11])([CH3:10])[CH3:9])=[CH:4][CH:3]=1.[H-].[Na+].[CH3:14][Si:15]([CH2:18][CH2:19][O:20][CH2:21]Cl)([CH3:17])[CH3:16], predict the reaction product. (3) Given the reactants Br[C:2]1[CH:7]=[CH:6][C:5]([C@@H:8]2[C@@H:13]([C:14]3[CH:15]=[N:16][CH:17]=[CH:18][CH:19]=3)[CH2:12][CH2:11][N:10]([C:20]([O:22][C:23]([CH3:26])([CH3:25])[CH3:24])=[O:21])[CH2:9]2)=[C:4]([Cl:27])[CH:3]=1.B1(B2OC(C)(C)C(C)(C)O2)OC(C)(C)C(C)(C)O1.C([O-])(=O)C.[K+].Br[C:52]1[CH:57]=[CH:56][CH:55]=[CH:54][C:53]=1[CH2:58][CH2:59][NH:60][C:61](=[O:63])[CH3:62].C(=O)([O-])[O-].[Na+].[Na+], predict the reaction product. The product is: [C:61]([NH:60][CH2:59][CH2:58][C:53]1[CH:54]=[CH:55][CH:56]=[CH:57][C:52]=1[C:2]1[CH:7]=[CH:6][C:5]([C@@H:8]2[C@@H:13]([C:14]3[CH:15]=[N:16][CH:17]=[CH:18][CH:19]=3)[CH2:12][CH2:11][N:10]([C:20]([O:22][C:23]([CH3:26])([CH3:25])[CH3:24])=[O:21])[CH2:9]2)=[C:4]([Cl:27])[CH:3]=1)(=[O:63])[CH3:62]. (4) Given the reactants [NH2:1][CH2:2][C@@H:3]1[CH2:8][O:7][C@@H:6]([C@H:9]2[O:13][N:12]=[C:11]([C:14]3[N:19]=[C:18]([CH3:20])[N:17]=[C:16]([C:21]([NH:23][CH2:24][C:25]4[CH:30]=[CH:29][C:28]([F:31])=[C:27]([O:32][CH3:33])[CH:26]=4)=[O:22])[CH:15]=3)[CH2:10]2)[CH2:5][O:4]1.[C:34]([O:37][C@@H:38]([CH3:42])[C:39](Cl)=[O:40])(=[O:36])[CH3:35], predict the reaction product. The product is: [C:34]([O:37][C@@H:38]([CH3:42])[C:39]([NH:1][CH2:2][C@@H:3]1[CH2:8][O:7][C@@H:6]([C@H:9]2[O:13][N:12]=[C:11]([C:14]3[CH:15]=[C:16]([C:21](=[O:22])[NH:23][CH2:24][C:25]4[CH:30]=[CH:29][C:28]([F:31])=[C:27]([O:32][CH3:33])[CH:26]=4)[N:17]=[C:18]([CH3:20])[N:19]=3)[CH2:10]2)[CH2:5][O:4]1)=[O:40])(=[O:36])[CH3:35].